This data is from Full USPTO retrosynthesis dataset with 1.9M reactions from patents (1976-2016). The task is: Predict the reactants needed to synthesize the given product. (1) Given the product [F:10][C:11]1[C:18]([F:19])=[CH:17][CH:16]=[CH:15][C:12]=1[CH:13]1[N:9]([CH2:8][CH2:7][CH2:6][N:1]2[CH:5]=[CH:4][N:3]=[CH:2]2)[C:22](=[O:20])[NH:23][C:32]1=[N:31][CH2:33][CH2:34][C:35]1[C:43]2[C:38](=[CH:39][CH:40]=[CH:41][CH:42]=2)[NH:37][CH:36]=1, predict the reactants needed to synthesize it. The reactants are: [N:1]1([CH2:6][CH2:7][CH2:8][NH2:9])[CH:5]=[CH:4][N:3]=[CH:2]1.[F:10][C:11]1[C:18]([F:19])=[CH:17][CH:16]=[CH:15][C:12]=1[CH:13]=O.[O:20]([C:22]#[N:23])[K].Cl.N1C=CC=CC=1.[N+:31]([CH2:33][CH2:34][C:35]1[C:43]2[C:38](=[CH:39][CH:40]=[CH:41][CH:42]=2)[NH:37][CH:36]=1)#[C-:32]. (2) Given the product [Br:10][C:11]1[N:12]=[C:13]([C:16]2([F:7])[CH2:21][CH2:20][N:19]([C:22]([O:24][C:25]([CH3:28])([CH3:27])[CH3:26])=[O:23])[CH2:18][CH2:17]2)[S:14][CH:15]=1, predict the reactants needed to synthesize it. The reactants are: C(N(S(F)(F)[F:7])CC)C.[Br:10][C:11]1[N:12]=[C:13]([C:16]2(O)[CH2:21][CH2:20][N:19]([C:22]([O:24][C:25]([CH3:28])([CH3:27])[CH3:26])=[O:23])[CH2:18][CH2:17]2)[S:14][CH:15]=1. (3) Given the product [CH3:18][C:13]1[C:12]([C:10]2[CH:9]=[C:4]([C:5]([O:7][CH3:8])=[O:6])[C:32]3[N:28]([CH3:21])[C:29](=[O:33])[NH:30][C:31]=3[CH:11]=2)=[C:16]([CH3:17])[O:15][N:14]=1, predict the reactants needed to synthesize it. The reactants are: NC1C(NC)=[C:4]([CH:9]=[C:10]([C:12]2[C:13]([CH3:18])=[N:14][O:15][C:16]=2[CH3:17])[CH:11]=1)[C:5]([O:7][CH3:8])=[O:6].[C:21]([N:28]1[CH:32]=[CH:31][N:30]=[CH:29]1)(N1C=CN=C1)=O.[O:33]1CCCC1. (4) The reactants are: CN(C)[CH2:3][CH2:4][C:5]([C:7]1[CH:12]=[CH:11][C:10]([F:13])=[CH:9][CH:8]=1)=O.C([O:19][C:20](=[O:30])[C:21]1[CH:26]=[CH:25][CH:24]=[C:23]([C:27](=[NH:29])[NH2:28])[CH:22]=1)(C)(C)C.[C:31](O)(=O)C. Given the product [F:13][C:10]1[CH:11]=[CH:12][C:7]([C:5]2[C:4]([CH3:31])=[CH:3][N:28]=[C:27]([C:23]3[CH:22]=[C:21]([CH:26]=[CH:25][CH:24]=3)[C:20]([OH:19])=[O:30])[N:29]=2)=[CH:8][CH:9]=1, predict the reactants needed to synthesize it.